From a dataset of NCI-60 drug combinations with 297,098 pairs across 59 cell lines. Regression. Given two drug SMILES strings and cell line genomic features, predict the synergy score measuring deviation from expected non-interaction effect. (1) Drug 1: CN1C2=C(C=C(C=C2)N(CCCl)CCCl)N=C1CCCC(=O)O.Cl. Drug 2: CC1CCC2CC(C(=CC=CC=CC(CC(C(=O)C(C(C(=CC(C(=O)CC(OC(=O)C3CCCCN3C(=O)C(=O)C1(O2)O)C(C)CC4CCC(C(C4)OC)O)C)C)O)OC)C)C)C)OC. Cell line: UACC-257. Synergy scores: CSS=-0.182, Synergy_ZIP=1.37, Synergy_Bliss=-0.307, Synergy_Loewe=-1.38, Synergy_HSA=-2.09. (2) Drug 1: CC1(CCC(=C(C1)CN2CCN(CC2)C3=CC=C(C=C3)C(=O)NS(=O)(=O)C4=CC(=C(C=C4)NC(CCN5CCOCC5)CSC6=CC=CC=C6)S(=O)(=O)C(F)(F)F)C7=CC=C(C=C7)Cl)C. Drug 2: CC(C)CC(C(=O)C1(CO1)C)NC(=O)C(CC2=CC=CC=C2)NC(=O)C(CC(C)C)NC(=O)C(CCC3=CC=CC=C3)NC(=O)CN4CCOCC4. Cell line: SN12C. Synergy scores: CSS=2.00, Synergy_ZIP=-1.96, Synergy_Bliss=-1.96, Synergy_Loewe=-0.000327, Synergy_HSA=-0.000895.